Dataset: Catalyst prediction with 721,799 reactions and 888 catalyst types from USPTO. Task: Predict which catalyst facilitates the given reaction. (1) Reactant: [I-].[CH2:2]([C:4]1[C:9]([CH3:10])=[C:8]([C:11]([F:14])([F:13])[F:12])[CH:7]=[CH:6][C:5]=1[C:15]1[O:16]CC(C)(C)[N+]=1C)[CH3:3].C[OH:24]. Product: [CH2:2]([C:4]1[C:9]([CH3:10])=[C:8]([C:11]([F:12])([F:13])[F:14])[CH:7]=[CH:6][C:5]=1[C:15]([OH:16])=[O:24])[CH3:3]. The catalyst class is: 74. (2) Reactant: [F:1][C:2]1[CH:7]=[CH:6][C:5]([C@H:8]([NH:10][C:11]([C@H:13]2[CH2:18][CH2:17][C@H:16]([NH:19][S:20]([C:23]3[CH:28]=[CH:27][C:26]([OH:29])=[C:25]([O:30][CH3:31])[CH:24]=3)(=[O:22])=[O:21])[CH2:15][CH2:14]2)=[O:12])[CH3:9])=[CH:4][CH:3]=1.I[CH:33]([CH3:35])[CH3:34].C([O-])([O-])=O.[K+].[K+]. Product: [F:1][C:2]1[CH:7]=[CH:6][C:5]([C@H:8]([NH:10][C:11]([C@H:13]2[CH2:18][CH2:17][C@H:16]([NH:19][S:20]([C:23]3[CH:28]=[CH:27][C:26]([O:29][CH:33]([CH3:35])[CH3:34])=[C:25]([O:30][CH3:31])[CH:24]=3)(=[O:22])=[O:21])[CH2:15][CH2:14]2)=[O:12])[CH3:9])=[CH:4][CH:3]=1. The catalyst class is: 639. (3) Reactant: C(N(C(C)C)CC)(C)C.CN(C(ON1N=NC2C=CC=CC1=2)=[N+](C)C)C.F[P-](F)(F)(F)(F)F.[CH3:34][CH:35]([CH3:38])[CH2:36][OH:37].[CH3:39][N:40]([CH3:60])[CH:41]1[CH2:46][CH2:45][N:44]([C:47](=[O:59])[CH2:48][CH2:49][C:50]2[N:51]([CH2:55][C:56](O)=[O:57])[CH:52]=[CH:53][N:54]=2)[CH2:43][CH2:42]1. Product: [CH3:60][N:40]([CH3:39])[CH:41]1[CH2:46][CH2:45][N:44]([C:47](=[O:59])[CH2:48][CH2:49][C:50]2[N:51]([CH2:55][C:56]([O:37][CH2:36][CH:35]([CH3:38])[CH3:34])=[O:57])[CH:52]=[CH:53][N:54]=2)[CH2:43][CH2:42]1. The catalyst class is: 22. (4) Reactant: O[C:2]1[CH:3]=[C:4]([C:10]#[N:11])[C:5](=[CH:8][CH:9]=1)[C:6]#[N:7].C([N:14]([CH2:17][CH3:18])[CH2:15][CH3:16])C.F[C:20](F)(F)S(O)(=O)=O.[CH3:27][N:28](C=O)C. Product: [CH3:20][C@H:16]1[CH2:15][NH:14][C@H:17]([CH3:18])[CH2:27][N:28]1[C:2]1[CH:3]=[C:4]([C:10]#[N:11])[C:5](=[CH:8][CH:9]=1)[C:6]#[N:7]. The catalyst class is: 10. (5) Reactant: [NH2:1][C:2]1[N:3]([CH3:24])[C:4](=[O:23])[C:5]2([C:15]3[C:10](=[CH:11][CH:12]=[C:13](Br)[CH:14]=3)[O:9][CH:8]([C:17]3[CH:22]=[CH:21][CH:20]=[CH:19][CH:18]=3)[CH2:7]2)[N:6]=1.[CH2:25]([O:32][C:33]1[CH:38]=[CH:37][C:36](B(O)O)=[CH:35][CH:34]=1)[C:26]1[CH:31]=[CH:30][CH:29]=[CH:28][CH:27]=1. Product: [NH2:1][C:2]1[N:3]([CH3:24])[C:4](=[O:23])[C:5]2([C:15]3[C:10](=[CH:11][CH:12]=[C:13]([C:36]4[CH:37]=[CH:38][C:33]([O:32][CH2:25][C:26]5[CH:31]=[CH:30][CH:29]=[CH:28][CH:27]=5)=[CH:34][CH:35]=4)[CH:14]=3)[O:9][CH:8]([C:17]3[CH:22]=[CH:21][CH:20]=[CH:19][CH:18]=3)[CH2:7]2)[N:6]=1. The catalyst class is: 806. (6) Reactant: [CH3:1][O:2][CH2:3][O:4][CH:5]1[CH2:10][CH2:9][C:8]([CH2:13][OH:14])(CO)[CH2:7][CH2:6]1.N1C=CC=CC=1.[CH3:21][S:22](Cl)(=[O:24])=[O:23]. Product: [CH3:1][O:2][CH2:3][O:4][CH:5]1[CH2:10][CH2:9][CH2:8][CH2:7][CH2:6]1.[CH3:21][S:22]([O:14][CH3:13])(=[O:24])=[O:23].[CH3:21][S:22]([O:14][CH3:13])(=[O:24])=[O:23]. The catalyst class is: 4. (7) Reactant: C[Si]([N-][Si](C)(C)C)(C)C.[Na+].O1CCCC1.[Cl:16][C:17]1[CH:25]=[C:24]([C:26]#[C:27][CH2:28][O:29][CH3:30])[C:20]2[O:21][CH2:22][O:23][C:19]=2[C:18]=1[NH2:31].Cl[C:33]1[C:42]2[C:37](=[CH:38][C:39]([O:50][CH2:51][CH2:52][CH2:53][N:54]3[CH2:59][CH2:58][O:57][CH2:56][CH2:55]3)=[CH:40][C:41]=2[O:43][CH:44]2[CH2:49][CH2:48][O:47][CH2:46][CH2:45]2)[N:36]=[CH:35][N:34]=1. The catalyst class is: 3. Product: [Cl:16][C:17]1[CH:25]=[C:24]([C:26]#[C:27][CH2:28][O:29][CH3:30])[C:20]2[O:21][CH2:22][O:23][C:19]=2[C:18]=1[NH:31][C:33]1[C:42]2[C:37](=[CH:38][C:39]([O:50][CH2:51][CH2:52][CH2:53][N:54]3[CH2:55][CH2:56][O:57][CH2:58][CH2:59]3)=[CH:40][C:41]=2[O:43][CH:44]2[CH2:45][CH2:46][O:47][CH2:48][CH2:49]2)[N:36]=[CH:35][N:34]=1. (8) Reactant: [N:1]1[C:10]2[CH:9]([NH2:11])[CH2:8][CH2:7][CH2:6][C:5]=2[CH:4]=[CH:3][CH:2]=1.[CH3:12][N:13]1[CH2:18][CH2:17][N:16]([C:19]2[N:24]3[CH:25]=[C:26]([CH:28]=O)[N:27]=[C:23]3[CH:22]=[CH:21][CH:20]=2)[CH2:15][CH2:14]1.C(OC)(OC)OC.[BH4-].[Na+].C(=O)([O-])[O-].[Na+].[Na+]. The catalyst class is: 5. Product: [CH3:12][N:13]1[CH2:18][CH2:17][N:16]([C:19]2[N:24]3[CH:25]=[C:26]([CH2:28][NH:11][CH:9]4[C:10]5[N:1]=[CH:2][CH:3]=[CH:4][C:5]=5[CH2:6][CH2:7][CH2:8]4)[N:27]=[C:23]3[CH:22]=[CH:21][CH:20]=2)[CH2:15][CH2:14]1. (9) Reactant: [C:1]([O-:4])(=[O:3])[CH3:2].[C:1]([O-:4])(=[O:3])[CH3:2].[C:1]([O-:4])(=[O:3])[CH3:2].[C:1]([O-:4])(=[O:3])[CH3:2].[Pb+4].[CH2:18]([O:25][CH2:26][C@@H:27](C(O)=O)[NH:28][C:29]([O:31][CH2:32][C:33]1[CH:38]=[C:37]([O:39][CH3:40])[CH:36]=[CH:35][C:34]=1[O:41][CH3:42])=[O:30])[C:19]1[CH:24]=[CH:23][CH:22]=[CH:21][CH:20]=1. Product: [C:1]([O:4][CH:27]([NH:28][C:29]([O:31][CH2:32][C:33]1[CH:38]=[C:37]([O:39][CH3:40])[CH:36]=[CH:35][C:34]=1[O:41][CH3:42])=[O:30])[CH2:26][O:25][CH2:18][C:19]1[CH:20]=[CH:21][CH:22]=[CH:23][CH:24]=1)(=[O:3])[CH3:2]. The catalyst class is: 39.